Dataset: Full USPTO retrosynthesis dataset with 1.9M reactions from patents (1976-2016). Task: Predict the reactants needed to synthesize the given product. (1) The reactants are: [N+:1]([C:4]1[CH:5]=[C:6]([CH2:10][C:11]([OH:13])=[O:12])[CH:7]=[CH:8][CH:9]=1)([O-:3])=[O:2].C(N(CC)CC)C.ClC(O[CH2:25][C:26]1[CH:31]=[CH:30][CH:29]=[CH:28][CH:27]=1)=O. Given the product [N+:1]([C:4]1[CH:5]=[C:6]([CH2:10][C:11]([O:13][CH2:25][C:26]2[CH:31]=[CH:30][CH:29]=[CH:28][CH:27]=2)=[O:12])[CH:7]=[CH:8][CH:9]=1)([O-:3])=[O:2], predict the reactants needed to synthesize it. (2) The reactants are: [N:1]1([C:12]([O:14][C:15]([CH3:18])([CH3:17])[CH3:16])=[O:13])[CH2:6][CH2:5][CH:4]([C:7]([O:9][CH2:10][CH3:11])=[O:8])[CH2:3][CH2:2]1.[Li+].[CH3:20][Si]([N-][Si](C)(C)C)(C)C.IC. Given the product [CH3:20][C:4]1([C:7]([O:9][CH2:10][CH3:11])=[O:8])[CH2:3][CH2:2][N:1]([C:12]([O:14][C:15]([CH3:17])([CH3:16])[CH3:18])=[O:13])[CH2:6][CH2:5]1, predict the reactants needed to synthesize it. (3) Given the product [CH3:8][N:9]([CH3:43])[C:10]1[CH:11]=[CH:12][C:13]([CH2:16][CH2:17][O:18][C:19]2[CH:24]=[CH:23][C:22]([C:25]([NH:29]/[C:28](/[C:27]([NH:1][CH2:2][CH2:3][OH:4])=[O:42])=[CH:30]\[C:31]3[CH:32]=[CH:33][C:34]([O:37][C:38]([F:40])([F:39])[F:41])=[CH:35][CH:36]=3)=[O:26])=[CH:21][CH:20]=2)=[CH:14][CH:15]=1, predict the reactants needed to synthesize it. The reactants are: [NH2:1][CH2:2][CH2:3][OH:4].C(O)C.[CH3:8][N:9]([CH3:43])[C:10]1[CH:15]=[CH:14][C:13]([CH2:16][CH2:17][O:18][C:19]2[CH:24]=[CH:23][C:22]([C:25]3[O:26][C:27](=[O:42])/[C:28](=[CH:30]/[C:31]4[CH:36]=[CH:35][C:34]([O:37][C:38]([F:41])([F:40])[F:39])=[CH:33][CH:32]=4)/[N:29]=3)=[CH:21][CH:20]=2)=[CH:12][CH:11]=1. (4) Given the product [CH2:21]([O:1][C:2]1[C:10]2[CH:9]=[C:8]([C:11]3[O:12][C:13]([CH3:16])=[N:14][N:15]=3)[O:7][C:6]=2[CH:5]=[CH:4][CH:3]=1)[C@H:22]1[O:24][CH2:23]1, predict the reactants needed to synthesize it. The reactants are: [OH:1][C:2]1[C:10]2[CH:9]=[C:8]([C:11]3[O:12][C:13]([CH3:16])=[N:14][N:15]=3)[O:7][C:6]=2[CH:5]=[CH:4][CH:3]=1.S(C1C=CC([N+]([O-])=O)=CC=1)(O[CH2:21][C@H:22]1[O:24][CH2:23]1)(=O)=O.